This data is from Reaction yield outcomes from USPTO patents with 853,638 reactions. The task is: Predict the reaction yield, written as a fraction of the theoretical maximum amount of product (1.0 means a 100% yield; for example, 0.34 means a 34% yield). (1) The reactants are FC(F)(F)S(O[C:7]1[CH:16]=[C:15]2[C:10]([CH:11]=[CH:12][CH:13]=[N:14]2)=[CH:9][CH:8]=1)(=O)=O.[B:19]1([B:19]2[O:23][C:22]([CH3:25])([CH3:24])[C:21]([CH3:27])([CH3:26])[O:20]2)[O:23][C:22]([CH3:25])([CH3:24])[C:21]([CH3:27])([CH3:26])[O:20]1.C([O-])(=O)C.[K+].C(OCC)(=O)C. The catalyst is O1CCOCC1.C1C=CC(P(C2C=CC=CC=2)[C-]2C=CC=C2)=CC=1.C1C=CC(P(C2C=CC=CC=2)[C-]2C=CC=C2)=CC=1.Cl[Pd]Cl.[Fe+2].C(Cl)Cl.C1(P(C2C=CC=CC=2)[C-]2C=CC=C2)C=CC=CC=1.[C-]1(P(C2C=CC=CC=2)C2C=CC=CC=2)C=CC=C1.[Fe+2]. The product is [CH3:26][C:21]1([CH3:27])[C:22]([CH3:25])([CH3:24])[O:23][B:19]([C:7]2[CH:16]=[C:15]3[C:10]([CH:11]=[CH:12][CH:13]=[N:14]3)=[CH:9][CH:8]=2)[O:20]1. The yield is 0.740. (2) The reactants are [CH2:1]([C:5]1[N:10]2[N:11]=[CH:12][N:13]=[C:9]2[N:8]([C@H:14]2[CH2:19][CH2:18][C@H:17]([O:20][CH2:21]C(OCC)=O)[CH2:16][CH2:15]2)[C:7](=[O:27])[C:6]=1[CH2:28][C:29]1[CH:34]=[CH:33][C:32]([C:35]2[CH:40]=[CH:39][CH:38]=[CH:37][C:36]=2[C:41]#[N:42])=[CH:31][C:30]=1[F:43])[CH2:2][CH2:3][CH3:4].C[Mg]Br.Cl. The yield is 0.630. The product is [CH2:1]([C:5]1[N:10]2[N:11]=[CH:12][N:13]=[C:9]2[N:8]([C@H:14]2[CH2:15][CH2:16][C@H:17]([O:20][CH2:21][C:17]([OH:20])([CH3:18])[CH3:16])[CH2:18][CH2:19]2)[C:7](=[O:27])[C:6]=1[CH2:28][C:29]1[CH:34]=[CH:33][C:32]([C:35]2[C:36]([C:41]#[N:42])=[CH:37][CH:38]=[CH:39][CH:40]=2)=[CH:31][C:30]=1[F:43])[CH2:2][CH2:3][CH3:4]. The catalyst is O1CCCC1. (3) The reactants are [C:1]1([S:7]([NH:10][C:11]2[CH:12]=[C:13]([CH:19]=[CH:20][CH:21]=2)[C:14]([O:16]CC)=O)(=[O:9])=[O:8])[CH:6]=[CH:5][CH:4]=[CH:3][CH:2]=1.[Li+].C[Si]([N-][Si](C)(C)C)(C)C.[Cl:32][C:33]1[N:38]=[C:37]([CH3:39])[CH:36]=[CH:35][N:34]=1. The catalyst is C1COCC1. The product is [Cl:32][C:33]1[N:38]=[C:37]([CH2:39][C:14]([C:13]2[CH:12]=[C:11]([NH:10][S:7]([C:1]3[CH:2]=[CH:3][CH:4]=[CH:5][CH:6]=3)(=[O:8])=[O:9])[CH:21]=[CH:20][CH:19]=2)=[O:16])[CH:36]=[CH:35][N:34]=1. The yield is 0.420. (4) The reactants are Br[C:2]1[CH:7]=[CH:6][CH:5]=[C:4]([Cl:8])[CH:3]=1.[Li]CCCC.CON(C)[C:17]([C@@H:19]1[CH2:24][CH2:23][CH2:22][N:21]([C:25]([O:27][C:28]([CH3:31])([CH3:30])[CH3:29])=[O:26])[CH2:20]1)=[O:18]. The catalyst is C1COCC1. The product is [Cl:8][C:4]1[CH:3]=[C:2]([CH:7]=[CH:6][CH:5]=1)[C:17]([C@@H:19]1[CH2:24][CH2:23][CH2:22][N:21]([C:25]([O:27][C:28]([CH3:31])([CH3:30])[CH3:29])=[O:26])[CH2:20]1)=[O:18]. The yield is 0.510.